From a dataset of Catalyst prediction with 721,799 reactions and 888 catalyst types from USPTO. Predict which catalyst facilitates the given reaction. (1) Reactant: Br[C:2]1[CH:9]=[N:8][CH:7]=[C:6]([Br:10])[C:3]=1[CH:4]=O.C(=O)([O-])[O-].[Cs+].[Cs+].C1COCC1.[SH:22][CH2:23][C:24]([O:26][CH3:27])=[O:25]. Product: [Br:10][C:6]1[CH:7]=[N:8][CH:9]=[C:2]2[S:22][C:23]([C:24]([O:26][CH3:27])=[O:25])=[CH:4][C:3]=12. The catalyst class is: 13. (2) The catalyst class is: 5. Reactant: [CH:1]([O:6][CH3:7])([O:4][CH3:5])OC.[O:8]1[CH2:13][CH2:12]C(=O)[CH2:10][CH2:9]1.CC1C=CC(S(O)(=O)=O)=CC=1.C[O-].[Na+].CO. Product: [CH3:7][O:6][C:1]1([O:4][CH3:5])[CH2:12][CH2:13][O:8][CH2:9][CH2:10]1. (3) Reactant: [Cl:1][C:2]1[CH:9]=[C:8]([Cl:10])[CH:7]=[CH:6][C:3]=1[CH:4]=O.C([O-])(=O)C.[NH4+].[N+:16]([CH2:19][CH3:20])([O-:18])=[O:17]. Product: [Cl:1][C:2]1[CH:9]=[C:8]([Cl:10])[CH:7]=[CH:6][C:3]=1[CH:4]=[C:19]([N+:16]([O-:18])=[O:17])[CH3:20]. The catalyst class is: 13. (4) Reactant: [CH3:1][C:2]1[CH:3]=[C:4]([NH:21][C:22]2[N:27]=[C:26]([O:28][C@@H:29]3[CH2:33][CH2:32][N:31](C(OC(C)(C)C)=O)[CH2:30]3)[CH:25]=[CH:24][N:23]=2)[CH:5]=[C:6]([C:8]2[S:12][C:11]([N:13]3[CH2:19][CH2:18][CH2:17][NH:16][C:15](=[O:20])[CH2:14]3)=[N:10][CH:9]=2)[CH:7]=1.FC(F)(F)C(O)=O.C(=O)(O)[O-].[Na+]. Product: [CH3:1][C:2]1[CH:7]=[C:6]([C:8]2[S:12][C:11]([N:13]3[CH2:19][CH2:18][CH2:17][NH:16][C:15](=[O:20])[CH2:14]3)=[N:10][CH:9]=2)[CH:5]=[C:4]([NH:21][C:22]2[N:27]=[C:26]([O:28][C@@H:29]3[CH2:33][CH2:32][NH:31][CH2:30]3)[CH:25]=[CH:24][N:23]=2)[CH:3]=1. The catalyst class is: 4. (5) Product: [CH3:29][C:18]1[CH:17]=[C:16]([NH:15][C:8]2[C:7]3[C:12](=[CH:13][CH:14]=[C:5]([CH:4]=[CH:3][CH2:2][N:30]4[CH2:35][CH2:34][O:33][CH2:32][CH2:31]4)[CH:6]=3)[N:11]=[CH:10][N:9]=2)[CH:21]=[CH:20][C:19]=1[O:22][C:23]1[CH:24]=[N:25][CH:26]=[CH:27][CH:28]=1. The catalyst class is: 1. Reactant: Cl[CH2:2][CH:3]=[CH:4][C:5]1[CH:6]=[C:7]2[C:12](=[CH:13][CH:14]=1)[N:11]=[CH:10][N:9]=[C:8]2[NH:15][C:16]1[CH:21]=[CH:20][C:19]([O:22][C:23]2[CH:24]=[N:25][CH:26]=[CH:27][CH:28]=2)=[C:18]([CH3:29])[CH:17]=1.[NH:30]1[CH2:35][CH2:34][O:33][CH2:32][CH2:31]1.C(N(CC)CC)C. (6) Reactant: [H-].[Al+3].[Li+].[H-].[H-].[H-].[CH3:7][C:8]1[C:13]2[NH:14][C:15](=O)[CH2:16][O:17][C:12]=2[CH:11]=[CH:10][CH:9]=1.O.[OH-].[Na+]. Product: [CH3:7][C:8]1[C:13]2[NH:14][CH2:15][CH2:16][O:17][C:12]=2[CH:11]=[CH:10][CH:9]=1. The catalyst class is: 7.